This data is from Catalyst prediction with 721,799 reactions and 888 catalyst types from USPTO. The task is: Predict which catalyst facilitates the given reaction. (1) Reactant: Br[C:2]1[CH:7]=[CH:6][C:5]([Cl:8])=[C:4]([O:9][CH3:10])[C:3]=1[F:11].C([Li])CCC.[B:17]([O:26][CH:27]([CH3:29])C)([O:22][CH:23](C)C)OC(C)C.C(Cl)(=O)C.C(O)CCO. Product: [Cl:8][C:5]1[CH:6]=[CH:7][C:2]([B:17]2[O:22][CH2:23][CH2:29][CH2:27][O:26]2)=[C:3]([F:11])[C:4]=1[O:9][CH3:10]. The catalyst class is: 385. (2) Reactant: [CH3:1][O:2][C:3]1[CH:4]=[C:5]2[C:10](=[CH:11][C:12]=1[O:13][CH3:14])[N:9]=[CH:8][CH:7]=[C:6]2[O:15][C:16]1[CH:22]=[CH:21][C:19]([NH2:20])=[CH:18][CH:17]=1.CCN(C(C)C)C(C)C.[O:32]=[C:33]1[N:37]([C:38]2[CH:43]=[CH:42][CH:41]=[CH:40][CH:39]=2)[CH2:36][CH2:35][N:34]1[C:44](Cl)=[O:45]. Product: [CH3:1][O:2][C:3]1[CH:4]=[C:5]2[C:10](=[CH:11][C:12]=1[O:13][CH3:14])[N:9]=[CH:8][CH:7]=[C:6]2[O:15][C:16]1[CH:22]=[CH:21][C:19]([NH:20][C:44]([N:34]2[CH2:35][CH2:36][N:37]([C:38]3[CH:43]=[CH:42][CH:41]=[CH:40][CH:39]=3)[C:33]2=[O:32])=[O:45])=[CH:18][CH:17]=1. The catalyst class is: 1. (3) Product: [CH:1]([N:4]1[C:12]2[CH:11]=[C:10]([NH:13][C:14]3[CH:19]=[CH:18][N:17]=[C:16]([C:20]([NH2:21])=[O:25])[N:15]=3)[N:9]=[CH:8][C:7]=2[N:6]=[C:5]1[CH3:22])([CH3:3])[CH3:2]. The catalyst class is: 6. Reactant: [CH:1]([N:4]1[C:12]2[CH:11]=[C:10]([NH:13][C:14]3[CH:19]=[CH:18][N:17]=[C:16]([C:20]#[N:21])[N:15]=3)[N:9]=[CH:8][C:7]=2[N:6]=[C:5]1[CH3:22])([CH3:3])[CH3:2].CS(C)=[O:25].C(=O)([O-])[O-].[K+].[K+].OO. (4) Reactant: B(Br)(Br)Br.C[O:6][C:7]1[CH:8]=[C:9]([S:13]([NH:16][CH2:17][CH2:18][N:19]2[CH2:24][CH2:23][O:22][CH2:21][CH2:20]2)(=[O:15])=[O:14])[CH:10]=[CH:11][CH:12]=1. Product: [OH:6][C:7]1[CH:8]=[C:9]([S:13]([NH:16][CH2:17][CH2:18][N:19]2[CH2:20][CH2:21][O:22][CH2:23][CH2:24]2)(=[O:15])=[O:14])[CH:10]=[CH:11][CH:12]=1. The catalyst class is: 2.